Dataset: Forward reaction prediction with 1.9M reactions from USPTO patents (1976-2016). Task: Predict the product of the given reaction. (1) Given the reactants Br[C:2]1[CH:7]=[C:6]([F:8])[CH:5]=[CH:4][C:3]=1[O:9][CH2:10][CH3:11].[Li]CCCC.C[O:18]B(OC)OC.OO, predict the reaction product. The product is: [CH2:10]([O:9][C:3]1[CH:4]=[CH:5][C:6]([F:8])=[CH:7][C:2]=1[OH:18])[CH3:11]. (2) Given the reactants [CH3:1][O:2][C:3]1[CH:13]=[CH:12][C:6]([C:7]([O:9][CH2:10][CH3:11])=[O:8])=[CH:5][C:4]=1[C:14]([O-:16])=O.C(Cl)(=O)C(Cl)=O.[F:23][C:24]([F:34])([F:33])[O:25][C:26]1[CH:32]=[CH:31][C:29]([NH2:30])=[CH:28][CH:27]=1.C(N(CC)C(C)C)(C)C, predict the reaction product. The product is: [F:23][C:24]([F:33])([F:34])[O:25][C:26]1[CH:27]=[CH:28][C:29]([NH:30][C:14](=[O:16])[C:4]2[CH:5]=[C:6]([CH:12]=[CH:13][C:3]=2[O:2][CH3:1])[C:7]([O:9][CH2:10][CH3:11])=[O:8])=[CH:31][CH:32]=1. (3) Given the reactants [NH:1]1[C:9]2[C:4](=[CH:5][CH:6]=[CH:7][CH:8]=2)[C:3]([C:10]([O:12][CH2:13][CH3:14])=[O:11])=[N:2]1.[CH3:15][C:16]1([CH3:19])[CH2:18][O:17]1.C([O-])([O-])=O.[Cs+].[Cs+], predict the reaction product. The product is: [OH:17][C:16]([CH3:19])([CH3:18])[CH2:15][N:1]1[C:9]2[C:4](=[CH:5][CH:6]=[CH:7][CH:8]=2)[C:3]([C:10]([O:12][CH2:13][CH3:14])=[O:11])=[N:2]1. (4) Given the reactants FC(F)(F)S([O-])(=O)=O.[Li+].[F:10][C:11]([F:16])([F:15])[C@@H:12]1[O:14][CH2:13]1.[CH2:17]([NH2:24])[C:18]1[CH:23]=[CH:22][CH:21]=[CH:20][CH:19]=1, predict the reaction product. The product is: [CH2:17]([NH:24][CH2:13][C@@H:12]([OH:14])[C:11]([F:16])([F:15])[F:10])[C:18]1[CH:23]=[CH:22][CH:21]=[CH:20][CH:19]=1. (5) Given the reactants [CH2:1]([O:4][CH2:5][C@H:6]([NH:18][C:19](=[O:25])[O:20][C:21]([CH3:24])([CH3:23])[CH3:22])[C@H:7]([O:10][Si:11]([C:14]([CH3:17])([CH3:16])[CH3:15])([CH3:13])[CH3:12])[CH2:8][OH:9])[CH:2]=[CH2:3].CC(OI1(OC(C)=O)(OC(C)=O)OC(=O)C2C=CC=CC1=2)=O, predict the reaction product. The product is: [CH2:1]([O:4][CH2:5][C@H:6]([NH:18][C:19](=[O:25])[O:20][C:21]([CH3:24])([CH3:23])[CH3:22])[C@H:7]([O:10][Si:11]([C:14]([CH3:16])([CH3:17])[CH3:15])([CH3:12])[CH3:13])[CH:8]=[O:9])[CH:2]=[CH2:3].